This data is from Forward reaction prediction with 1.9M reactions from USPTO patents (1976-2016). The task is: Predict the product of the given reaction. (1) Given the reactants [F:1][C:2]1[CH:30]=[CH:29][CH:28]=[CH:27][C:3]=1[CH2:4][N:5]1[C:9]2=[N:10][CH:11]=[CH:12][CH:13]=[C:8]2[C:7]([C:14]2[N:15]=[C:16](I)[C:17]3[C:22]([CH3:24])([CH3:23])[C:21](=[O:25])[NH:20][C:18]=3[N:19]=2)=[N:6]1.[CH2:31]([N:33]1[CH2:37][CH2:36][NH:35][C:34]1=[O:38])[CH3:32].C(=O)([O-])[O-].[Cs+].[Cs+].OC1C=CC=CC=1C=NO, predict the reaction product. The product is: [CH2:31]([N:33]1[CH2:37][CH2:36][N:35]([C:16]2[C:17]3[C:22]([CH3:24])([CH3:23])[C:21](=[O:25])[NH:20][C:18]=3[N:19]=[C:14]([C:7]3[C:8]4[C:9](=[N:10][CH:11]=[CH:12][CH:13]=4)[N:5]([CH2:4][C:3]4[CH:27]=[CH:28][CH:29]=[CH:30][C:2]=4[F:1])[N:6]=3)[N:15]=2)[C:34]1=[O:38])[CH3:32]. (2) The product is: [N:22]1([C:19]2[CH:20]=[CH:21][C:2]([Cl:1])=[C:3]([CH:18]=2)[C:4]([NH:6][CH2:7][C:8]23[CH2:17][CH:12]4[CH2:13][CH:14]([CH2:16][CH:10]([CH2:11]4)[CH2:9]2)[CH2:15]3)=[O:5])[CH2:23][CH2:24]1. Given the reactants [Cl:1][C:2]1[CH:21]=[CH:20][C:19]([NH:22][CH2:23][CH2:24]Cl)=[CH:18][C:3]=1[C:4]([NH:6][CH2:7][C:8]12[CH2:17][CH:12]3[CH2:13][CH:14]([CH2:16][CH:10]([CH2:11]3)[CH2:9]1)[CH2:15]2)=[O:5].C(=O)([O-])[O-].[Cs+].[Cs+].C(#N)C, predict the reaction product. (3) Given the reactants [NH2:1][C:2]1[CH:28]=[CH:27][C:5]([CH2:6][C@@H:7]2[CH2:11][CH2:10][C@H:9]([C@H:12]([OH:19])[C:13]3[CH:18]=[CH:17][CH:16]=[CH:15][CH:14]=3)[N:8]2[C:20]([O:22][C:23]([CH3:26])([CH3:25])[CH3:24])=[O:21])=[CH:4][C:3]=1[Br:29].[NH2:30][C:31]1[S:32][CH:33]=[C:34]([CH2:36][C:37](O)=[O:38])[N:35]=1.C1C=CC2N(O)N=NC=2C=1.CCN(C(C)C)C(C)C, predict the reaction product. The product is: [NH2:30][C:31]1[S:32][CH:33]=[C:34]([CH2:36][C:37]([NH:1][C:2]2[CH:28]=[CH:27][C:5]([CH2:6][C@@H:7]3[CH2:11][CH2:10][C@H:9]([C@H:12]([OH:19])[C:13]4[CH:18]=[CH:17][CH:16]=[CH:15][CH:14]=4)[N:8]3[C:20]([O:22][C:23]([CH3:24])([CH3:25])[CH3:26])=[O:21])=[CH:4][C:3]=2[Br:29])=[O:38])[N:35]=1. (4) Given the reactants [NH2:1][C:2]1[N:3]=[C:4]([C:9]#[N:10])[C:5](Br)=[N:6][CH:7]=1.[Cl:11][C:12]1[CH:17]=[CH:16][C:15](B(O)O)=[C:14]([F:21])[CH:13]=1.C(Cl)Cl.C([O-])([O-])=O.[K+].[K+], predict the reaction product. The product is: [NH2:1][C:2]1[N:3]=[C:4]([C:9]#[N:10])[C:5]([C:15]2[CH:16]=[CH:17][C:12]([Cl:11])=[CH:13][C:14]=2[F:21])=[N:6][CH:7]=1. (5) Given the reactants [Br:1][C:2]1[CH:7]=[CH:6][C:5]([C:8]2[O:12][N:11]=[C:10]([CH3:13])[C:9]=2[C:14](=[O:21])[CH2:15][S:16][C:17]([CH3:20])([CH3:19])[CH3:18])=[CH:4][CH:3]=1.B.CSC, predict the reaction product. The product is: [Br:1][C:2]1[CH:3]=[CH:4][C:5]([C:8]2[O:12][N:11]=[C:10]([CH3:13])[C:9]=2[CH:14]([OH:21])[CH2:15][S:16][C:17]([CH3:19])([CH3:18])[CH3:20])=[CH:6][CH:7]=1. (6) Given the reactants C(Cl)Cl.[Br:4][C:5]1[C:6]([Cl:16])=[CH:7][C:8]([F:15])=[C:9]([S:11](Cl)(=[O:13])=[O:12])[CH:10]=1.[CH3:17][O:18][C:19]1[CH:24]=[CH:23][CH:22]=[CH:21][C:20]=1[NH:25][CH3:26].C(N(CC)CC)C, predict the reaction product. The product is: [Br:4][C:5]1[C:6]([Cl:16])=[CH:7][C:8]([F:15])=[C:9]([S:11]([N:25]([C:20]2[CH:21]=[CH:22][CH:23]=[CH:24][C:19]=2[O:18][CH3:17])[CH3:26])(=[O:13])=[O:12])[CH:10]=1. (7) Given the reactants C1(S([N:10]2[C:18]3[C:13](=[CH:14][CH:15]=[C:16]([N+:19]([O-:21])=[O:20])[CH:17]=3)[C:12]([C:22]3[CH:29]=[CH:28][C:25]([C:26]#[N:27])=[C:24]([F:30])[CH:23]=3)=[CH:11]2)(=O)=O)C=CC=CC=1.C1(S(N2C3C(=CC=C([N+]([O-])=O)C=3)C(Br)=C2)(=O)=O)C=CC=CC=1.FC1C=C(B(O)O)C=CC=1C#N.C([O-])([O-])=O.[K+].[K+], predict the reaction product. The product is: [F:30][C:24]1[CH:23]=[C:22]([C:12]2[C:13]3[C:18](=[CH:17][C:16]([N+:19]([O-:21])=[O:20])=[CH:15][CH:14]=3)[NH:10][CH:11]=2)[CH:29]=[CH:28][C:25]=1[C:26]#[N:27]. (8) Given the reactants [F:1][C:2]1[CH:3]=[C:4]([CH:29]=[C:30]([N:32]2[CH2:37][CH2:36][O:35][CH2:34][CH2:33]2)[CH:31]=1)[C:5]([NH:7][C:8]1[C:17]2[C:12](=[CH:13][CH:14]=[CH:15][CH:16]=2)[C:11]([O:18][C:19]2[CH:24]=[CH:23][N:22]=[C:21](S(C)(=O)=O)[N:20]=2)=[CH:10][CH:9]=1)=[O:6].[O:38]1[CH2:42][CH2:41][CH2:40][CH:39]1[CH2:43][NH2:44], predict the reaction product. The product is: [F:1][C:2]1[CH:3]=[C:4]([CH:29]=[C:30]([N:32]2[CH2:37][CH2:36][O:35][CH2:34][CH2:33]2)[CH:31]=1)[C:5]([NH:7][C:8]1[C:17]2[C:12](=[CH:13][CH:14]=[CH:15][CH:16]=2)[C:11]([O:18][C:19]2[CH:24]=[CH:23][N:22]=[C:21]([NH:44][CH2:43][CH:39]3[CH2:40][CH2:41][CH2:42][O:38]3)[N:20]=2)=[CH:10][CH:9]=1)=[O:6]. (9) Given the reactants [Cl:1][C:2]1[CH:7]=[C:6]([Cl:8])[CH:5]=[CH:4][C:3]=1/[CH:9]=[CH:10]/[C:11]([C:13]1[CH:18]=[CH:17][C:16]([O:19][CH2:20][C:21]([C:29]2[CH:34]=[CH:33][C:32]([F:35])=[CH:31][C:30]=2[F:36])([OH:28])[CH2:22][N:23]2[CH:27]=[N:26][CH:25]=[N:24]2)=[CH:15][CH:14]=1)=[O:12].[BH4-].[Na+], predict the reaction product. The product is: [Cl:1][C:2]1[CH:7]=[C:6]([Cl:8])[CH:5]=[CH:4][C:3]=1/[CH:9]=[CH:10]/[CH:11]([C:13]1[CH:14]=[CH:15][C:16]([O:19][CH2:20][C:21]([C:29]2[CH:34]=[CH:33][C:32]([F:35])=[CH:31][C:30]=2[F:36])([OH:28])[CH2:22][N:23]2[CH:27]=[N:26][CH:25]=[N:24]2)=[CH:17][CH:18]=1)[OH:12].